This data is from Forward reaction prediction with 1.9M reactions from USPTO patents (1976-2016). The task is: Predict the product of the given reaction. The product is: [O:17]=[C:7]([NH:6][CH2:5][C:4]1[CH:18]=[CH:19][CH:20]=[C:2]([B:21]2[O:25][C:24]([CH3:27])([CH3:26])[C:23]([CH3:29])([CH3:28])[O:22]2)[CH:3]=1)[CH2:8][NH:9][C:10](=[O:16])[O:11][C:12]([CH3:15])([CH3:14])[CH3:13]. Given the reactants Br[C:2]1[CH:3]=[C:4]([CH:18]=[CH:19][CH:20]=1)[CH2:5][NH:6][C:7](=[O:17])[CH2:8][NH:9][C:10](=[O:16])[O:11][C:12]([CH3:15])([CH3:14])[CH3:13].[B:21]1([B:21]2[O:25][C:24]([CH3:27])([CH3:26])[C:23]([CH3:29])([CH3:28])[O:22]2)[O:25][C:24]([CH3:27])([CH3:26])[C:23]([CH3:29])([CH3:28])[O:22]1.C([O-])(=O)C.[K+], predict the reaction product.